This data is from Reaction yield outcomes from USPTO patents with 853,638 reactions. The task is: Predict the reaction yield, written as a fraction of the theoretical maximum amount of product (1.0 means a 100% yield; for example, 0.34 means a 34% yield). (1) The reactants are [F:1][C:2]1[CH:7]=[CH:6][C:5]([N:8]2[C:12]([C:13]3[CH:18]=[CH:17][C:16]([N+:19]([O-])=O)=[CH:15][CH:14]=3)=[CH:11][CH:10]=[C:9]2[C:22]2[CH:27]=[CH:26][C:25]([N+:28]([O-])=O)=[CH:24][CH:23]=2)=[CH:4][CH:3]=1.[Cl-].[NH4+].O. The catalyst is C(O)C.C1COCC1.[Fe]. The product is [F:1][C:2]1[CH:7]=[CH:6][C:5]([N:8]2[C:9]([C:22]3[CH:27]=[CH:26][C:25]([NH2:28])=[CH:24][CH:23]=3)=[CH:10][CH:11]=[C:12]2[C:13]2[CH:18]=[CH:17][C:16]([NH2:19])=[CH:15][CH:14]=2)=[CH:4][CH:3]=1. The yield is 0.770. (2) The reactants are [Cl:1][C:2]1[C:7]2[CH:8]=[N:9][NH:10][C:6]=2[CH:5]=[CH:4][N:3]=1.[I:11]I.[OH-].[K+]. The catalyst is O1CCOCC1.S([O-])([O-])(=O)=S.[Na+].[Na+]. The product is [Cl:1][C:2]1[C:7]2[C:8]([I:11])=[N:9][NH:10][C:6]=2[CH:5]=[CH:4][N:3]=1. The yield is 0.550. (3) The yield is 0.230. The product is [CH3:30][C@@:28]1([CH2:31][N:13]2[CH2:12][CH:11]=[C:10]([C:7]3[CH:8]=[CH:9][C:4]([O:3][C:2]([F:1])([F:16])[F:17])=[CH:5][CH:6]=3)[CH2:15][CH2:14]2)[O:29][C:19]2=[N:23][C:22]([N+:24]([O-:26])=[O:25])=[CH:21][N:20]2[CH2:27]1. The reactants are [F:1][C:2]([F:17])([F:16])[O:3][C:4]1[CH:9]=[CH:8][C:7]([C:10]2[CH2:11][CH2:12][NH:13][CH2:14][CH:15]=2)=[CH:6][CH:5]=1.Cl[C:19]1[N:20]([CH2:27][C@:28]2([CH3:31])[CH2:30][O:29]2)[CH:21]=[C:22]([N+:24]([O-:26])=[O:25])[N:23]=1.O.[H-].[Na+]. The catalyst is CN(C=O)C. (4) The reactants are Br[C:2]1[CH:11]=[C:10]2[C:5]([CH:6]=[CH:7][NH:8][C:9]2=[O:12])=[CH:4][CH:3]=1.O1CCOCC1.[CH2:19]([SH:26])[C:20]1[CH:25]=[CH:24][CH:23]=[CH:22][CH:21]=1.CCN(C(C)C)C(C)C. The catalyst is O.C1C=CC(/C=C/C(/C=C/C2C=CC=CC=2)=O)=CC=1.C1C=CC(/C=C/C(/C=C/C2C=CC=CC=2)=O)=CC=1.C1C=CC(/C=C/C(/C=C/C2C=CC=CC=2)=O)=CC=1.[Pd].[Pd].CC1(C)C2C(=C(P(C3C=CC=CC=3)C3C=CC=CC=3)C=CC=2)OC2C(P(C3C=CC=CC=3)C3C=CC=CC=3)=CC=CC1=2. The product is [CH2:19]([S:26][C:2]1[CH:11]=[C:10]2[C:5]([CH:6]=[CH:7][NH:8][C:9]2=[O:12])=[CH:4][CH:3]=1)[C:20]1[CH:25]=[CH:24][CH:23]=[CH:22][CH:21]=1. The yield is 1.01. (5) The reactants are [Cl:1][C:2]1[CH:3]=[C:4]([OH:11])[C:5](=[CH:9][CH:10]=1)[C:6]([OH:8])=[O:7].S(=O)(=O)(O)O.[C:17](OC(=O)C)(=[O:19])[CH3:18]. No catalyst specified. The product is [C:17]([O:11][C:4]1[CH:3]=[C:2]([Cl:1])[CH:10]=[CH:9][C:5]=1[C:6]([OH:8])=[O:7])(=[O:19])[CH3:18]. The yield is 0.881.